This data is from Reaction yield outcomes from USPTO patents with 853,638 reactions. The task is: Predict the reaction yield, written as a fraction of the theoretical maximum amount of product (1.0 means a 100% yield; for example, 0.34 means a 34% yield). (1) The reactants are [O:1]=[O+][O-].[C:4]1([C:10]2([C:21]([O:23][CH3:24])=[O:22])[CH2:12][CH:11]2/[CH:13]=C/C2C=CC=CC=2)[CH:9]=[CH:8][CH:7]=[CH:6][CH:5]=1.C1C=CC(P(C2C=CC=CC=2)C2C=CC=CC=2)=CC=1. The catalyst is C(Cl)Cl. The product is [CH:13]([CH:11]1[CH2:12][C:10]1([C:4]1[CH:9]=[CH:8][CH:7]=[CH:6][CH:5]=1)[C:21]([O:23][CH3:24])=[O:22])=[O:1]. The yield is 0.860. (2) The reactants are [Br:1][C:2]1[CH:9]=[CH:8][C:7]([OH:10])=[CH:6][C:3]=1[CH:4]=[O:5].Cl.Cl[CH2:13][CH2:14][N:15]1[CH2:20][CH2:19][O:18][CH2:17][CH2:16]1.C([O-])([O-])=O.[K+].[K+]. The catalyst is CN(C=O)C. The product is [Br:1][C:2]1[CH:9]=[CH:8][C:7]([O:10][CH2:13][CH2:14][N:15]2[CH2:20][CH2:19][O:18][CH2:17][CH2:16]2)=[CH:6][C:3]=1[CH:4]=[O:5]. The yield is 0.720. (3) The reactants are [NH:1]1[CH2:5][CH2:4][N:3]=[C:2]1[CH2:6][CH2:7][CH2:8][C:9]1[CH:14]=[CH:13][C:12]([NH:15][C:16](=[O:25])[O:17][CH2:18][C:19]2[CH:24]=[CH:23][CH:22]=[CH:21][CH:20]=2)=[CH:11][CH:10]=1.[Mn]([O-])(=O)(=O)=O.[K+].CO. The catalyst is C(#N)C. The product is [NH:1]1[CH:5]=[CH:4][N:3]=[C:2]1[CH2:6][CH2:7][CH2:8][C:9]1[CH:10]=[CH:11][C:12]([NH:15][C:16](=[O:25])[O:17][CH2:18][C:19]2[CH:24]=[CH:23][CH:22]=[CH:21][CH:20]=2)=[CH:13][CH:14]=1. The yield is 0.410. (4) The reactants are [C:1]([S@:5](/[N:7]=[CH:8]/[C:9]1[CH:21]=[CH:20][C:12]([C:13]([O:15][C:16]([CH3:19])([CH3:18])[CH3:17])=[O:14])=[CH:11][CH:10]=1)=[O:6])([CH3:4])([CH3:3])[CH3:2].[F:22][C:23]([Si](C)(C)C)([F:25])[F:24]. The catalyst is C1COCC1. The product is [C:1]([S@:5]([NH:7][C@@H:8]([C:9]1[CH:10]=[CH:11][C:12]([C:13]([O:15][C:16]([CH3:19])([CH3:18])[CH3:17])=[O:14])=[CH:20][CH:21]=1)[C:23]([F:25])([F:24])[F:22])=[O:6])([CH3:4])([CH3:2])[CH3:3]. The yield is 0.720. (5) The reactants are C(OC([NH:8][CH:9]([CH2:14][CH2:15][C:16]1[CH:21]=[CH:20][CH:19]=[CH:18][C:17]=1[Cl:22])[C:10]([O:12]C)=O)=O)(C)(C)C.C[N:24]([CH:26]=O)[CH3:25].CCN(C(C)C)[CH:31]([CH3:33])[CH3:32].[NH:37]1[C:45]2[CH:44]=[CH:43][CH:42]=[C:41]([S:46](Cl)(=[O:48])=[O:47])[C:40]=2[CH:39]=[CH:38]1. The catalyst is C(Cl)Cl.C(O)(C(F)(F)F)=O.O. The product is [Cl:22][C:17]1[CH:18]=[CH:19][CH:20]=[CH:21][C:16]=1[CH2:15][CH2:14][CH:9]([NH:8][S:46]([C:41]1[C:40]2[CH:39]=[CH:38][NH:37][C:45]=2[CH:44]=[CH:43][CH:42]=1)(=[O:48])=[O:47])[C:10]([N:24]1[CH2:26][CH2:33][CH2:31][CH2:32][CH2:25]1)=[O:12]. The yield is 0.730.